From a dataset of Reaction yield outcomes from USPTO patents with 853,638 reactions. Predict the reaction yield, written as a fraction of the theoretical maximum amount of product (1.0 means a 100% yield; for example, 0.34 means a 34% yield). (1) The reactants are F[C:2]1[CH:7]=[CH:6][C:5]([N+:8]([O-:10])=[O:9])=[C:4]([O:11][CH3:12])[CH:3]=1.[NH:13]1[CH2:18][CH2:17][O:16][CH2:15][CH2:14]1.C(=O)([O-])[O-].[K+].[K+]. The catalyst is CC#N. The product is [CH3:12][O:11][C:4]1[CH:3]=[C:2]([N:13]2[CH2:18][CH2:17][O:16][CH2:15][CH2:14]2)[CH:7]=[CH:6][C:5]=1[N+:8]([O-:10])=[O:9]. The yield is 0.960. (2) The reactants are [CH:1]1([CH2:6][CH:7]([C:11]2[CH:16]=[CH:15][C:14]([Cl:17])=[C:13]([Cl:18])[CH:12]=2)[C:8]([OH:10])=O)[CH2:5][CH2:4][CH2:3][CH2:2]1.F[P-](F)(F)(F)(F)F.N1(O[P+](N(C)C)(N(C)C)N(C)C)C2C=CC=CC=2N=N1.[NH2:46][C:47]1[S:48][CH:49]=[CH:50][N:51]=1.C(N(CC)CC)C. The catalyst is C(Cl)Cl.O. The product is [CH:1]1([CH2:6][CH:7]([C:11]2[CH:16]=[CH:15][C:14]([Cl:17])=[C:13]([Cl:18])[CH:12]=2)[C:8]([NH:46][C:47]2[S:48][CH:49]=[CH:50][N:51]=2)=[O:10])[CH2:2][CH2:3][CH2:4][CH2:5]1. The yield is 0.960. (3) The reactants are [N:1]12[CH2:9][CH2:8][CH:5]([CH2:6][CH2:7]1)[NH:4][C:3](=O)[CH2:2]2.O1CCOCC1. The catalyst is O. The yield is 0.780. The product is [N:1]12[CH2:9][CH2:8][CH:5]([CH2:6][CH2:7]1)[NH:4][CH2:3][CH2:2]2. (4) The reactants are [N+](C1C=C([N+]([O-])=O)C=CC=1[O-])([O-])=O.[NH2:14][N+:15]1[CH:20]=[CH:19][C:18]([C:21]2[CH:26]=[CH:25][CH:24]=[CH:23][CH:22]=2)=[CH:17][CH:16]=1.C([O-])([O-])=O.[K+].[K+].[C:33]([C:39]([O:41][CH3:42])=[O:40])#[C:34][C:35]([O:37][CH3:38])=[O:36]. The catalyst is CN(C=O)C. The product is [CH3:38][O:37][C:35]([C:34]1[C:33]([C:39]([O:41][CH3:42])=[O:40])=[C:16]2[CH:17]=[C:18]([C:21]3[CH:26]=[CH:25][CH:24]=[CH:23][CH:22]=3)[CH:19]=[CH:20][N:15]2[N:14]=1)=[O:36]. The yield is 0.600. (5) No catalyst specified. The product is [CH3:10][C:7]1[CH:8]=[CH:9][C:4]([C:3]#[C:2][C:18]([O:20][CH3:21])=[O:19])=[CH:5][CH:6]=1. The yield is 0.890. The reactants are Br[C:2](Br)=[CH:3][C:4]1[CH:9]=[CH:8][C:7]([CH3:10])=[CH:6][CH:5]=1.[Li]CCCC.Cl[C:18]([O:20][CH3:21])=[O:19]. (6) The reactants are [CH3:1][O:2][C:3]1[CH:9]=[C:8](B2OC(C)(C)C(C)(C)O2)[CH:7]=[CH:6][C:4]=1[NH2:5].I[C:20]1[CH:21]=[N:22][N:23]([CH2:25][CH2:26][N:27]2[CH2:32][CH2:31][N:30]([CH3:33])[CH2:29][CH2:28]2)[CH:24]=1.C(Cl)Cl.C(=O)([O-])[O-].[Na+].[Na+]. The catalyst is C1COCC1.O.C1C=CC(P(C2C=CC=CC=2)[C-]2C=CC=C2)=CC=1.C1C=CC(P(C2C=CC=CC=2)[C-]2C=CC=C2)=CC=1.Cl[Pd]Cl.[Fe+2]. The product is [CH3:1][O:2][C:3]1[CH:9]=[C:8]([C:20]2[CH:21]=[N:22][N:23]([CH2:25][CH2:26][N:27]3[CH2:28][CH2:29][N:30]([CH3:33])[CH2:31][CH2:32]3)[CH:24]=2)[CH:7]=[CH:6][C:4]=1[NH2:5]. The yield is 0.350.